Task: Predict the reaction yield, written as a fraction of the theoretical maximum amount of product (1.0 means a 100% yield; for example, 0.34 means a 34% yield).. Dataset: Reaction yield outcomes from USPTO patents with 853,638 reactions (1) The reactants are Cl[C:2]1[C:11]2[C:6](=[C:7]([F:13])[C:8]([CH3:12])=[CH:9][CH:10]=2)[N:5]=[C:4]([C:14]([O:16][CH3:17])=[O:15])[CH:3]=1.[F:18][C:19]1[CH:24]=[CH:23][C:22](B(O)O)=[CH:21][CH:20]=1.CCO.C(=O)([O-])[O-].[Na+].[Na+]. The catalyst is C1(C)C=CC=CC=1.C1C=CC([P]([Pd]([P](C2C=CC=CC=2)(C2C=CC=CC=2)C2C=CC=CC=2)([P](C2C=CC=CC=2)(C2C=CC=CC=2)C2C=CC=CC=2)[P](C2C=CC=CC=2)(C2C=CC=CC=2)C2C=CC=CC=2)(C2C=CC=CC=2)C2C=CC=CC=2)=CC=1. The product is [F:13][C:7]1[C:8]([CH3:12])=[CH:9][CH:10]=[C:11]2[C:6]=1[N:5]=[C:4]([C:14]([O:16][CH3:17])=[O:15])[CH:3]=[C:2]2[C:22]1[CH:23]=[CH:24][C:19]([F:18])=[CH:20][CH:21]=1. The yield is 0.810. (2) The reactants are Br[C:2]1[CH:3]=[CH:4][C:5]2[C:6]3[CH2:15][N:14]([C:16]([O:18][C:19]([CH3:22])([CH3:21])[CH3:20])=[O:17])[CH2:13][CH2:12][C:7]=3[N:8]([CH3:11])[C:9]=2[CH:10]=1.[CH2:23]([O:30][C:31]1[CH:36]=[CH:35][NH:34][C:33](=[O:37])[CH:32]=1)[C:24]1[CH:29]=[CH:28][CH:27]=[CH:26][CH:25]=1.C([O-])([O-])=O.[K+].[K+].OC1C=CC=C2C=1N=CC=C2.N#N. The catalyst is CS(C)=O.[Cu](I)I. The product is [CH2:23]([O:30][C:31]1[CH:36]=[CH:35][N:34]([C:2]2[CH:3]=[CH:4][C:5]3[C:6]4[CH2:15][N:14]([C:16]([O:18][C:19]([CH3:22])([CH3:21])[CH3:20])=[O:17])[CH2:13][CH2:12][C:7]=4[N:8]([CH3:11])[C:9]=3[CH:10]=2)[C:33](=[O:37])[CH:32]=1)[C:24]1[CH:25]=[CH:26][CH:27]=[CH:28][CH:29]=1. The yield is 0.510. (3) The product is [Cl:1][C:2]1[CH:11]=[C:10]([CH3:12])[C:9]2[CH:8]=[C:7]3[O:13][C:14]([CH3:18])([CH3:17])[C@H:15]4[O:30][C@H:16]4[C:6]3=[CH:5][C:4]=2[N:3]=1. The reactants are [Cl:1][C:2]1[CH:11]=[C:10]([CH3:12])[C:9]2[CH:8]=[C:7]3[O:13][C:14]([CH3:18])([CH3:17])[CH:15]=[CH:16][C:6]3=[CH:5][C:4]=2[N:3]=1.CN1C=CN=C1.Cl[O-].[Na+].S([O-])([O-])(=[O:30])=S.[Na+].[Na+]. The catalyst is C(OCC)(=O)C.O. The yield is 0.940. (4) The reactants are [Cl:1][C:2]1[CH:7]=[CH:6][C:5]([C:8]#[C:9][C:10]2[CH:17]=[CH:16][C:13]([CH:14]=O)=[CH:12][CH:11]=2)=[CH:4][CH:3]=1.[NH2:18][C:19]1[CH:20]=[CH:21][C:22]2[C:27](=[O:28])[O:26][C:25]([CH3:30])([CH3:29])[O:24][C:23]=2[CH:31]=1.O.CO. The catalyst is C1(C)C=CC=CC=1. The product is [Cl:1][C:2]1[CH:7]=[CH:6][C:5]([C:8]#[C:9][C:10]2[CH:17]=[CH:16][C:13](/[CH:14]=[N:18]/[C:19]3[CH:20]=[CH:21][C:22]4[C:27](=[O:28])[O:26][C:25]([CH3:29])([CH3:30])[O:24][C:23]=4[CH:31]=3)=[CH:12][CH:11]=2)=[CH:4][CH:3]=1. The yield is 0.910. (5) The reactants are [OH:1][CH2:2][CH2:3][N:4]1[C:12]2[C:7](=[CH:8][CH:9]=[CH:10][CH:11]=2)[CH:6]=[CH:5]1.N1C=CC=CC=1.[CH3:19][S:20](Cl)(=[O:22])=[O:21]. The catalyst is ClCCl. The product is [CH3:19][S:20]([O:1][CH2:2][CH2:3][N:4]1[C:12]2[C:7](=[CH:8][CH:9]=[CH:10][CH:11]=2)[CH:6]=[CH:5]1)(=[O:22])=[O:21]. The yield is 0.740. (6) The reactants are O[C:2]1[CH:7]=[C:6]([OH:8])[CH:5]=[CH:4][C:3]=1[CH:9]=[CH:10][C:11]([C:13]1[CH:18]=[CH:17][C:16]([OH:19])=[CH:15][CH:14]=1)=[O:12].CC([O-])=[O:22].[Na+].O. The catalyst is CCO. The product is [CH:18]1[C:13]([C@H:11]2[O:12][C:2]3[CH:7]=[C:6]([OH:8])[CH:5]=[CH:4][C:3]=3[C:9](=[O:22])[CH2:10]2)=[CH:14][CH:15]=[C:16]([OH:19])[CH:17]=1. The yield is 0.690. (7) The product is [ClH:67].[Br:13][C:14]1[CH:33]=[CH:32][C:17]([NH:18][C:19]2[C:28]3[C:23](=[CH:24][C:25]([O:31][CH2:64][CH2:63][O:62][CH2:61][CH2:60][N:57]4[CH2:58][CH2:59][O:54][CH2:55][CH2:56]4)=[C:26]([O:29][CH3:30])[CH:27]=3)[N:22]=[CH:21][N:20]=2)=[C:16]([F:34])[CH:15]=1. The yield is 0.490. The reactants are N(C(OCC)=O)=NC(OCC)=O.[Br:13][C:14]1[CH:33]=[CH:32][C:17]([NH:18][C:19]2[C:28]3[C:23](=[CH:24][C:25]([OH:31])=[C:26]([O:29][CH3:30])[CH:27]=3)[N:22]=[CH:21][N:20]=2)=[C:16]([F:34])[CH:15]=1.C1(P(C2C=CC=CC=2)C2C=CC=CC=2)C=CC=CC=1.[O:54]1[CH2:59][CH2:58][N:57]([CH2:60][CH2:61][O:62][CH2:63][CH2:64]O)[CH2:56][CH2:55]1.C(Cl)[Cl:67]. No catalyst specified.